Dataset: Forward reaction prediction with 1.9M reactions from USPTO patents (1976-2016). Task: Predict the product of the given reaction. (1) Given the reactants [Br:1][C:2]1[CH:11]=[C:10]2[C:5]([N:6]=[C:7]([NH:17][CH2:18][C:19]3[CH:24]=[CH:23][C:22]([O:25][CH3:26])=[CH:21][CH:20]=3)[C:8]([CH2:12][CH2:13][C:14]([O-:16])=[O:15])=[N:9]2)=[CH:4][CH:3]=1.[OH-].[Na+], predict the reaction product. The product is: [Br:1][C:2]1[CH:11]=[C:10]2[C:5]([N:6]=[C:7]([NH:17][CH2:18][C:19]3[CH:20]=[CH:21][C:22]([O:25][CH3:26])=[CH:23][CH:24]=3)[C:8]([CH2:12][CH2:13][C:14]([OH:16])=[O:15])=[N:9]2)=[CH:4][CH:3]=1. (2) Given the reactants [CH3:1][O:2][C:3]1[CH:8]=[CH:7][C:6]([CH3:9])=[CH:5][C:4]=1[NH:10][C:11]([NH:13][C:14]1[CH:15]=[C:16]2[C:21](=[CH:22][CH:23]=1)[CH2:20][NH:19][CH2:18][CH2:17]2)=[O:12].[Cl:24][C:25]1[CH:30]=[CH:29][CH:28]=[C:27]([CH3:31])[C:26]=1[N:32]=[C:33]=[O:34].CO, predict the reaction product. The product is: [Cl:24][C:25]1[CH:30]=[CH:29][CH:28]=[C:27]([CH3:31])[C:26]=1[NH:32][C:33]([N:19]1[CH:18]=[CH:17][C:16]2[C:21](=[CH:22][CH:23]=[C:14]([NH:13][C:11]([NH:10][C:4]3[CH:5]=[C:6]([CH3:9])[CH:7]=[CH:8][C:3]=3[O:2][CH3:1])=[O:12])[CH:15]=2)[CH2:20]1)=[O:34]. (3) Given the reactants Cl[C:2]([O:4][CH2:5][C:6]1[CH:11]=[CH:10][CH:9]=[CH:8][CH:7]=1)=[O:3].[NH2:12][C@H:13]1[CH2:18][CH2:17][C@H:16]([C:19]([OH:21])=O)[CH2:15][CH2:14]1.C(=O)([O-])[O-].[Na+].[Na+].[OH-].[Na+].Cl.[CH3:31][NH:32][O:33][CH3:34].Cl.CN(C)CCCN=C=NCC.ON1C2C=CC=CC=2N=N1.C(N(CC)CC)C.[Cl-].[Na+], predict the reaction product. The product is: [CH2:5]([O:4][C:2](=[O:3])[NH:12][C@H:13]1[CH2:18][CH2:17][C@H:16]([C:19](=[O:21])[N:32]([O:33][CH3:34])[CH3:31])[CH2:15][CH2:14]1)[C:6]1[CH:11]=[CH:10][CH:9]=[CH:8][CH:7]=1. (4) Given the reactants [S:1]1[C:5]2[CH:6]=[C:7]([NH:10][C:11]3[CH:19]=[C:18]([NH:20][CH:21]([CH3:23])[CH3:22])[C:14]([C:15](O)=[O:16])=[CH:13][N:12]=3)[CH:8]=[CH:9][C:4]=2[N:3]=[CH:2]1.CC[N:26]([CH:30]([CH3:32])[CH3:31])[CH:27](C)C.C1CN([P+](O[N:50]2N=N[C:52]3[CH:53]=C[CH:55]=[CH:56][C:51]2=3)(N2CCCC2)N2CCCC2)CC1.F[P-](F)(F)(F)(F)F.CC[O:68]C(C)=O.[CH3:72][N:73](C=O)C, predict the reaction product. The product is: [S:1]1[C:5]2[CH:6]=[C:7]([NH:10][C:11]3[CH:19]=[C:18]([NH:20][CH:21]([CH3:23])[CH3:22])[C:14]([C:15]([NH:50][CH:51]4[CH2:56][CH2:55][C:32]([OH:68])([C:30]5[N:26]([CH3:27])[N:73]=[CH:72][CH:31]=5)[CH2:53][CH2:52]4)=[O:16])=[CH:13][N:12]=3)[CH:8]=[CH:9][C:4]=2[N:3]=[CH:2]1. (5) Given the reactants C([O:3][C:4](=O)[C:5](=[O:18])[CH2:6][C:7]1[CH:12]=[CH:11][C:10]([C:13]#[N:14])=[CH:9][C:8]=1[N+:15]([O-])=O)C.[BH4-].[Na+].CC(O)=O, predict the reaction product. The product is: [OH:18][CH:5]1[CH2:6][C:7]2[C:8](=[CH:9][C:10]([C:13]#[N:14])=[CH:11][CH:12]=2)[NH:15][C:4]1=[O:3]. (6) Given the reactants [NH2:1][C:2]1[CH:3]=[C:4]([CH:16]=[CH:17][CH:18]=1)[O:5][C:6]1[CH:11]=[CH:10][N:9]=[C:8]2[NH:12][C:13](=[O:15])[NH:14][C:7]=12.[F:19][C:20]1[CH:21]=[C:22]([N:26]=[C:27]=[O:28])[CH:23]=[CH:24][CH:25]=1, predict the reaction product. The product is: [F:19][C:20]1[CH:21]=[C:22]([NH:26][C:27]([NH:1][C:2]2[CH:18]=[CH:17][CH:16]=[C:4]([O:5][C:6]3[CH:11]=[CH:10][N:9]=[C:8]4[NH:12][C:13](=[O:15])[NH:14][C:7]=34)[CH:3]=2)=[O:28])[CH:23]=[CH:24][CH:25]=1. (7) The product is: [ClH:41].[NH2:8][CH:9]([CH3:40])[C:10]([NH:12][CH:13]([C:36]([O:38][CH3:39])=[O:37])[CH2:14][C:15]1[CH:35]=[CH:34][C:18]([O:19][C:20]2[CH:33]=[CH:32][C:23]([CH2:24][CH:25]3[S:29][C:28](=[O:30])[NH:27][C:26]3=[O:31])=[CH:22][CH:21]=2)=[CH:17][CH:16]=1)=[O:11]. Given the reactants C(OC([NH:8][CH:9]([CH3:40])[C:10]([NH:12][CH:13]([C:36]([O:38][CH3:39])=[O:37])[CH2:14][C:15]1[CH:35]=[CH:34][C:18]([O:19][C:20]2[CH:33]=[CH:32][C:23]([CH2:24][CH:25]3[S:29][C:28](=[O:30])[NH:27][C:26]3=[O:31])=[CH:22][CH:21]=2)=[CH:17][CH:16]=1)=[O:11])=O)(C)(C)C.[ClH:41], predict the reaction product. (8) The product is: [NH2:1][C:2]1[CH:3]=[C:4]([CH:8]=[CH:9][C:10]=1[NH2:11])[C:5]([O:7][CH2:19][CH2:18][N:12]1[CH2:17][CH2:16][O:15][CH2:14][CH2:13]1)=[O:6]. Given the reactants [NH2:1][C:2]1[CH:3]=[C:4]([CH:8]=[CH:9][C:10]=1[NH2:11])[C:5]([OH:7])=[O:6].[N:12]1([CH2:18][CH2:19]O)[CH2:17][CH2:16][O:15][CH2:14][CH2:13]1, predict the reaction product.